Dataset: Reaction yield outcomes from USPTO patents with 853,638 reactions. Task: Predict the reaction yield, written as a fraction of the theoretical maximum amount of product (1.0 means a 100% yield; for example, 0.34 means a 34% yield). (1) The yield is 0.340. The reactants are [F:1][C:2]1[CH:7]=[C:6]([F:8])[CH:5]=[CH:4][C:3]=1[N:9]1[C:17](=[O:18])[C:16]2[C@@H:15]3[C:19]([CH3:21])([CH3:20])[C@@:12]([CH3:22])([CH2:13][CH2:14]3)[C:11]=2[NH:10]1.[F:23][C:24]([F:34])([F:33])[C:25]1[CH:32]=[CH:31][CH:30]=[CH:29][C:26]=1[CH2:27]Br.ClCCl. The product is [F:1][C:2]1[CH:7]=[C:6]([F:8])[CH:5]=[CH:4][C:3]=1[N:9]1[C:17](=[O:18])[C:16]2[C@@H:15]3[C:19]([CH3:21])([CH3:20])[C@@:12]([CH3:22])([CH2:13][CH2:14]3)[C:11]=2[N:10]1[CH2:27][C:26]1[CH:29]=[CH:30][CH:31]=[CH:32][C:25]=1[C:24]([F:23])([F:33])[F:34]. The catalyst is [I-].C([N+](CCCC)(CCCC)CCCC)CCC.CN(C)C=O. (2) The reactants are [Br:1][C:2]1[CH:3]=[N:4][CH:5]=[C:6]([CH:9]=1)[CH:7]=[O:8].[BH4-].[Na+]. The catalyst is CO. The product is [Br:1][C:2]1[CH:9]=[C:6]([CH2:7][OH:8])[CH:5]=[N:4][CH:3]=1. The yield is 0.900. (3) The reactants are [Cl-].O[NH3+:3].[C:4](=[O:7])([O-])[OH:5].[Na+].CS(C)=O.[O:13]=[C:14]1[C:19]([CH2:20][C:21]2[CH:26]=[CH:25][C:24]([C:27]3[C:28]([C:33]#[N:34])=[CH:29][CH:30]=[CH:31][CH:32]=3)=[CH:23][CH:22]=2)=[C:18]([CH2:35][CH2:36][CH3:37])[N:17]2[N:38]=[CH:39][CH:40]=[C:16]2[N:15]1[CH:41]1[CH2:46][CH2:45][O:44][CH2:43][CH2:42]1. The product is [O:7]=[C:4]1[O:5][N:3]=[C:33]([C:28]2[CH:29]=[CH:30][CH:31]=[CH:32][C:27]=2[C:24]2[CH:25]=[CH:26][C:21]([CH2:20][C:19]3[C:14](=[O:13])[N:15]([CH:41]4[CH2:42][CH2:43][O:44][CH2:45][CH2:46]4)[C:16]4[N:17]([N:38]=[CH:39][CH:40]=4)[C:18]=3[CH2:35][CH2:36][CH3:37])=[CH:22][CH:23]=2)[NH:34]1. The yield is 0.520. The catalyst is C(OCC)(=O)C. (4) The reactants are [CH2:1]([Li])CCC.[CH3:6][O:7][C:8]1[CH:9]=[C:10]([CH2:25]O)[C:11]2[O:15][C:14]([C:16]3[CH:21]=[CH:20][C:19]([O:22][CH3:23])=[CH:18][CH:17]=3)=[CH:13][C:12]=2[CH:24]=1. The catalyst is [Br-].C[P+](C1C=CC=CC=1)(C1C=CC=CC=1)C1C=CC=CC=1.C1COCC1. The product is [CH3:6][O:7][C:8]1[CH:9]=[C:10]([CH:25]=[CH2:1])[C:11]2[O:15][C:14]([C:16]3[CH:17]=[CH:18][C:19]([O:22][CH3:23])=[CH:20][CH:21]=3)=[CH:13][C:12]=2[CH:24]=1. The yield is 0.710. (5) The reactants are C[O:2][C:3](=O)[CH:4]([O:15][C:16]1[CH:17]=[N:18][CH:19]=[C:20]([Br:22])[CH:21]=1)[CH2:5][C:6]1[C:14]2[C:9](=[CH:10][CH:11]=[CH:12][CH:13]=2)[NH:8][CH:7]=1.[H-].[H-].[H-].[H-].[Li+].[Al+3]. The catalyst is C1COCC1.CCOCC. The product is [Br:22][C:20]1[CH:21]=[C:16]([O:15][CH:4]([CH2:5][C:6]2[C:14]3[C:9](=[CH:10][CH:11]=[CH:12][CH:13]=3)[NH:8][CH:7]=2)[CH2:3][OH:2])[CH:17]=[N:18][CH:19]=1. The yield is 0.420. (6) The reactants are [Cl:1][C:2]1[CH:7]=[C:6]([O:8][C:9]2[C:18]3[C:13](=[CH:14][C:15]([O:21][CH2:22][CH:23]4[CH2:28][CH2:27][NH:26][CH2:25][CH2:24]4)=[C:16]([C:19]#[N:20])[CH:17]=3)[N:12]=[CH:11][CH:10]=2)[CH:5]=[CH:4][C:3]=1[NH:29][C:30]([NH:32][CH:33]1[CH2:35][CH2:34]1)=[O:31].C=O.[C:38](O)(=O)C.C([BH3-])#N.[Na+].C(=O)(O)[O-].[Na+]. The catalyst is O1CCCC1.CO.C(OCC)(=O)C. The product is [Cl:1][C:2]1[CH:7]=[C:6]([O:8][C:9]2[C:18]3[C:13](=[CH:14][C:15]([O:21][CH2:22][CH:23]4[CH2:24][CH2:25][N:26]([CH3:38])[CH2:27][CH2:28]4)=[C:16]([C:19]#[N:20])[CH:17]=3)[N:12]=[CH:11][CH:10]=2)[CH:5]=[CH:4][C:3]=1[NH:29][C:30]([NH:32][CH:33]1[CH2:35][CH2:34]1)=[O:31]. The yield is 0.659. (7) The product is [Cl:1][C:2]1[CH:7]=[C:6]([C:16]2[CH:17]=[N:18][C:13]([C:12]([F:23])([F:22])[F:11])=[CH:14][CH:15]=2)[C:5]([O:9][CH3:10])=[CH:4][N:3]=1. The yield is 0.480. The reactants are [Cl:1][C:2]1[CH:7]=[C:6](I)[C:5]([O:9][CH3:10])=[CH:4][N:3]=1.[F:11][C:12]([F:23])([F:22])[C:13]1[N:18]=[CH:17][C:16](B(O)O)=[CH:15][CH:14]=1.C(=O)([O-])[O-].[K+].[K+].O. The catalyst is O1CCOCC1.C1C=CC(P(C2C=CC=CC=2)[C-]2C=CC=C2)=CC=1.C1C=CC(P(C2C=CC=CC=2)[C-]2C=CC=C2)=CC=1.Cl[Pd]Cl.[Fe+2].